From a dataset of Full USPTO retrosynthesis dataset with 1.9M reactions from patents (1976-2016). Predict the reactants needed to synthesize the given product. (1) Given the product [C:28]([O:27][CH:4]([C:5]1[N:6]([CH3:26])[C:7](=[O:25])[C:8]2[C:13]([C:14]=1[C:15]1[CH:20]=[C:19]([CH3:21])[C:18]([O:22][CH3:23])=[C:17]([CH3:24])[CH:16]=1)=[CH:12][CH:11]=[CH:10][CH:9]=2)[C:3]([OH:32])=[O:2])([CH3:31])([CH3:30])[CH3:29], predict the reactants needed to synthesize it. The reactants are: C[O:2][C:3](=[O:32])[CH:4]([O:27][C:28]([CH3:31])([CH3:30])[CH3:29])[C:5]1[N:6]([CH3:26])[C:7](=[O:25])[C:8]2[C:13]([C:14]=1[C:15]1[CH:20]=[C:19]([CH3:21])[C:18]([O:22][CH3:23])=[C:17]([CH3:24])[CH:16]=1)=[CH:12][CH:11]=[CH:10][CH:9]=2.[Li+].[OH-]. (2) Given the product [CH2:15]([O:14][CH:13]([O:17][CH2:18][CH3:19])[CH2:12][CH2:11][CH2:10][N:9]1[CH2:2][CH2:3][CH2:4][CH2:5][CH2:6][O:7][C:8]1=[O:20])[CH3:16], predict the reactants needed to synthesize it. The reactants are: Cl[CH2:2][CH2:3][CH2:4][CH2:5][CH2:6][O:7][C:8](=[O:20])[NH:9][CH2:10][CH2:11][CH2:12][CH:13]([O:17][CH2:18][CH3:19])[O:14][CH2:15][CH3:16].[H-].[Na+]. (3) Given the product [NH2:57][CH2:56][CH:54]1[CH2:55][N:52]([C:43](=[NH:44])[NH:42][CH2:41][C:39]2[CH:38]=[N:37][N:36]([CH2:35][C@@H:27]3[C@H:26]([NH:25][C:23](=[O:24])/[C:22](=[N:21]\[O:20][C:17]4([C:15]([OH:16])=[O:14])[CH2:19][CH2:18]4)/[C:72]4[N:73]=[C:74]([NH2:77])[S:75][CH:76]=4)[C:29](=[O:30])[N:28]3[S:31]([OH:34])(=[O:33])=[O:32])[N:40]=2)[CH2:53]1, predict the reactants needed to synthesize it. The reactants are: C([O:14][C:15]([C:17]1([O:20]/[N:21]=[C:22](/[C:72]2[N:73]=[C:74]([NH:77]C(OC(C)(C)C)=O)[S:75][CH:76]=2)\[C:23]([NH:25][C@@H:26]2[C:29](=[O:30])[N:28]([S:31]([OH:34])(=[O:33])=[O:32])[C@@H:27]2[CH2:35][N:36]2[N:40]=[C:39]([CH2:41][N:42](C(OC(C)(C)C)=O)[C:43]([N:52]3[CH2:55][CH:54]([CH2:56][NH:57]C(OC(C)(C)C)=O)[CH2:53]3)=[N:44]C(OC(C)(C)C)=O)[CH:38]=[N:37]2)=[O:24])[CH2:19][CH2:18]1)=[O:16])(C1C=CC=CC=1)C1C=CC=CC=1.C(O)(C(F)(F)F)=O. (4) Given the product [O:20]1[C:16]2[CH:15]=[CH:14][C:13]([C:11]3[N:1]=[C:2]4[CH:7]=[N:6][C:5]([Br:8])=[CH:4][N:3]4[CH:10]=3)=[CH:21][C:17]=2[CH:18]=[CH:19]1, predict the reactants needed to synthesize it. The reactants are: [NH2:1][C:2]1[CH:7]=[N:6][C:5]([Br:8])=[CH:4][N:3]=1.Br[CH2:10][C:11]([C:13]1[CH:14]=[CH:15][C:16]2[O:20][CH:19]=[CH:18][C:17]=2[CH:21]=1)=O.[OH-].[Na+]. (5) Given the product [C:1]([N:4]1[CH2:9][CH2:8][CH:7]([CH2:10][C:11]([NH:13][C:14]2[CH:19]=[CH:18][C:17]([C:25]3[CH:24]=[C:23]([Cl:22])[CH:28]=[C:27]([Cl:29])[CH:26]=3)=[C:16]([CH3:21])[N:15]=2)=[O:12])[CH2:6][CH2:5]1)(=[O:3])[CH3:2], predict the reactants needed to synthesize it. The reactants are: [C:1]([N:4]1[CH2:9][CH2:8][CH:7]([CH2:10][C:11]([NH:13][C:14]2[CH:19]=[CH:18][C:17](Br)=[C:16]([CH3:21])[N:15]=2)=[O:12])[CH2:6][CH2:5]1)(=[O:3])[CH3:2].[Cl:22][C:23]1[CH:24]=[C:25](B(O)O)[CH:26]=[C:27]([Cl:29])[CH:28]=1. (6) Given the product [Br:9][C:10]1[CH:15]=[CH:14][C:13]([CH:3]([C:2]([CH3:8])([CH3:7])[CH3:1])[C:4]([NH2:21])=[O:5])=[C:12]([CH3:17])[CH:11]=1, predict the reactants needed to synthesize it. The reactants are: [CH3:1][C:2]([CH3:8])([CH3:7])[CH2:3][C:4](Cl)=[O:5].[Br:9][C:10]1[CH:15]=[CH:14][C:13](N)=[C:12]([CH3:17])[CH:11]=1.O.C(#[N:21])C.